This data is from Forward reaction prediction with 1.9M reactions from USPTO patents (1976-2016). The task is: Predict the product of the given reaction. (1) Given the reactants C(OC(=O)[NH:7][C@@H:8]([CH2:26][C:27]1[CH:32]=[CH:31][C:30]([N+:33]([O-:35])=[O:34])=[C:29]([O:36][CH2:37][CH2:38][CH3:39])[CH:28]=1)[C@H:9]([OH:25])[CH2:10][NH:11][C:12]1([C:15]2[CH:20]=[CH:19][CH:18]=[C:17]([C:21]([CH3:24])([CH3:23])[CH3:22])[CH:16]=2)[CH2:14][CH2:13]1)(C)(C)C.Cl, predict the reaction product. The product is: [NH2:7][C@@H:8]([CH2:26][C:27]1[CH:32]=[CH:31][C:30]([N+:33]([O-:35])=[O:34])=[C:29]([O:36][CH2:37][CH2:38][CH3:39])[CH:28]=1)[C@H:9]([OH:25])[CH2:10][NH:11][C:12]1([C:15]2[CH:20]=[CH:19][CH:18]=[C:17]([C:21]([CH3:22])([CH3:23])[CH3:24])[CH:16]=2)[CH2:13][CH2:14]1. (2) The product is: [ClH:1].[NH2:21][C:22]1[CH:23]=[C:24]([CH:27]=[C:28]([NH:30][C:2]2[N:11]=[C:10]([N:12]3[CH2:16][CH2:15][C@H:14]([NH:17][CH2:18][CH3:19])[CH2:13]3)[C:9]3[C:4](=[CH:5][C:6]([Cl:20])=[CH:7][CH:8]=3)[N:3]=2)[CH:29]=1)[C:25]#[N:26]. Given the reactants [Cl:1][C:2]1[N:11]=[C:10]([N:12]2[CH2:16][CH2:15][C@H:14]([NH:17][CH2:18][CH3:19])[CH2:13]2)[C:9]2[C:4](=[CH:5][C:6]([Cl:20])=[CH:7][CH:8]=2)[N:3]=1.[NH2:21][C:22]1[CH:23]=[C:24]([CH:27]=[C:28]([NH2:30])[CH:29]=1)[C:25]#[N:26], predict the reaction product.